From a dataset of Retrosynthesis with 50K atom-mapped reactions and 10 reaction types from USPTO. Predict the reactants needed to synthesize the given product. (1) Given the product COc1cccc2c1C(NC1=Nc3ccc(NC(=O)CN4CCOCC4)cc3CO1)CO2, predict the reactants needed to synthesize it. The reactants are: C1COCCN1.COc1cccc2c1C(NC1=Nc3ccc(NC(=O)CCl)cc3CO1)CO2. (2) Given the product Cc1cc(Nc2ccc(O)cc2)c2[nH]ncc2n1, predict the reactants needed to synthesize it. The reactants are: Cc1cc(Cl)c2[nH]ncc2n1.Nc1ccc(O)cc1. (3) Given the product O=C(Cn1nc(C(F)(F)F)c2c1CCCC2)Nc1sc2c(c1C(=O)O)CCCC2, predict the reactants needed to synthesize it. The reactants are: CC(C)(C)OC(=O)c1c(NC(=O)Cn2nc(C(F)(F)F)c3c2CCCC3)sc2c1CCCC2. (4) Given the product CCC(C)CN1CCC2(CC1)CN(c1ncnc3[nH]ccc13)c1ccc(Cl)cc12, predict the reactants needed to synthesize it. The reactants are: CCC(C)C=O.Clc1ccc2c(c1)C1(CCNCC1)CN2c1ncnc2[nH]ccc12. (5) Given the product CC(C)(C)OC(=O)CNC(=O)C1=C(O)c2cc(-c3ccccc3)ccc2C(C)(C)C1=O, predict the reactants needed to synthesize it. The reactants are: CC(C)(C)OC(=O)CNC(=O)C1=C(O)c2cc(Br)ccc2C(C)(C)C1=O.OB(O)c1ccccc1. (6) Given the product CC1CCCN1C(=O)c1ccc(C(=O)NCc2nc3cc(Cl)ccc3[nH]2)cc1Cl, predict the reactants needed to synthesize it. The reactants are: CC1CCCN1.O=C(NCc1nc2cc(Cl)ccc2[nH]1)c1ccc(C(=O)O)c(Cl)c1. (7) Given the product Clc1cncc(NCC2CCOCC2)n1, predict the reactants needed to synthesize it. The reactants are: Clc1cncc(Cl)n1.NCC1CCOCC1. (8) Given the product O=C1N(CC2CC2(F)F)c2ccccc2C12COc1cc3c(cc12)OCCO3, predict the reactants needed to synthesize it. The reactants are: FC1(F)CC1CBr.O=C1Nc2ccccc2C12COc1cc3c(cc12)OCCO3.